This data is from Full USPTO retrosynthesis dataset with 1.9M reactions from patents (1976-2016). The task is: Predict the reactants needed to synthesize the given product. The reactants are: [CH2:1]([O:8][C@@H:9]1[C@@H:18]([O:19][CH2:20][C:21]2[CH:26]=[CH:25][CH:24]=[CH:23][CH:22]=2)[C@@H:17]([O:27][CH2:28][C:29]2[CH:34]=[CH:33][CH:32]=[CH:31][CH:30]=2)[C@@H:16]([CH2:35][O:36]C(C2C=CC=CC=2)(C2C=CC=CC=2)C2C=CC=CC=2)[O:15][C@@H:10]1[O:11][CH2:12][CH:13]=[CH2:14])[C:2]1[CH:7]=[CH:6][CH:5]=[CH:4][CH:3]=1.C([SiH](CC)CC)C.FC(F)(F)C(O)=O. Given the product [CH2:1]([O:8][C@@H:9]1[C@@H:18]([O:19][CH2:20][C:21]2[CH:26]=[CH:25][CH:24]=[CH:23][CH:22]=2)[C@@H:17]([O:27][CH2:28][C:29]2[CH:34]=[CH:33][CH:32]=[CH:31][CH:30]=2)[C@@H:16]([CH2:35][OH:36])[O:15][C@@H:10]1[O:11][CH2:12][CH:13]=[CH2:14])[C:2]1[CH:7]=[CH:6][CH:5]=[CH:4][CH:3]=1, predict the reactants needed to synthesize it.